From a dataset of TCR-epitope binding with 47,182 pairs between 192 epitopes and 23,139 TCRs. Binary Classification. Given a T-cell receptor sequence (or CDR3 region) and an epitope sequence, predict whether binding occurs between them. (1) The epitope is FVDGVPFVV. The TCR CDR3 sequence is CASSYGASTQYF. Result: 1 (the TCR binds to the epitope). (2) The epitope is LLALHRSYL. The TCR CDR3 sequence is CASSLPGLASEQYF. Result: 0 (the TCR does not bind to the epitope). (3) Result: 0 (the TCR does not bind to the epitope). The TCR CDR3 sequence is CASSEGGTSGETQYF. The epitope is AYILFTRFFYV.